This data is from Catalyst prediction with 721,799 reactions and 888 catalyst types from USPTO. The task is: Predict which catalyst facilitates the given reaction. (1) Reactant: Br[CH2:2][CH2:3][CH:4]=[CH2:5].[F:6][C:7]1[CH:12]=[CH:11][CH:10]=[C:9]([F:13])[C:8]=1[OH:14].C(=O)([O-])[O-].[K+].[K+]. Product: [CH2:2]([O:14][C:8]1[C:7]([F:6])=[CH:12][CH:11]=[CH:10][C:9]=1[F:13])[CH2:3][CH:4]=[CH2:5]. The catalyst class is: 10. (2) Product: [F:24][C:2]([F:1])([F:23])[C:3]1[CH:8]=[CH:7][CH:6]=[CH:5][C:4]=1[C:9]1[CH:10]=[CH:11][C:12]2[N:13]([C:15]([C:18]([OH:20])=[O:19])=[CH:16][N:17]=2)[N:14]=1. The catalyst class is: 6. Reactant: [F:1][C:2]([F:24])([F:23])[C:3]1[CH:8]=[CH:7][CH:6]=[CH:5][C:4]=1[C:9]1[CH:10]=[CH:11][C:12]2[N:13]([C:15]([C:18]([O:20]CC)=[O:19])=[CH:16][N:17]=2)[N:14]=1.[OH-].[Na+].Cl. (3) Reactant: [CH3:1][C:2]1[N:6]([CH:7]([CH3:9])[CH3:8])[C:5]([C:10]2[CH:15]=[CH:14][N:13]=[C:12]([NH:16][C@H:17]3[CH2:22][CH2:21][CH2:20][NH:19][CH2:18]3)[N:11]=2)=[CH:4][N:3]=1.[S:23](Cl)([CH3:26])(=[O:25])=[O:24].C([O-])(O)=O.[Na+]. Product: [CH3:1][C:2]1[N:6]([CH:7]([CH3:9])[CH3:8])[C:5]([C:10]2[CH:15]=[CH:14][N:13]=[C:12]([NH:16][C@H:17]3[CH2:22][CH2:21][CH2:20][N:19]([S:23]([CH3:26])(=[O:25])=[O:24])[CH2:18]3)[N:11]=2)=[CH:4][N:3]=1. The catalyst class is: 2. (4) Reactant: [CH:1]1([C:4]2[C:5]([O:15][C@@H:16]3[CH2:21][CH2:20][CH2:19][NH:18][CH2:17]3)=[CH:6][C:7]([F:14])=[C:8]([CH:13]=2)[C:9]([O:11][CH3:12])=[O:10])[CH2:3][CH2:2]1.[F:22][C:23]1[CH:28]=[CH:27][C:26](B(O)O)=[CH:25][CH:24]=1.C(N(CC)CC)C. Product: [CH:1]1([C:4]2[C:5]([O:15][C@@H:16]3[CH2:21][CH2:20][CH2:19][N:18]([C:26]4[CH:27]=[CH:28][C:23]([F:22])=[CH:24][CH:25]=4)[CH2:17]3)=[CH:6][C:7]([F:14])=[C:8]([CH:13]=2)[C:9]([O:11][CH3:12])=[O:10])[CH2:2][CH2:3]1. The catalyst class is: 221. (5) Reactant: [NH2:1][C:2]1[C:6]2[CH:7]=[N:8][C:9]3[CH:10]=[C:11]([O:17][CH3:18])[C:12]([O:15][CH3:16])=[CH:13][C:14]=3[C:5]=2[S:4](=O)[C:3]=1[C:20]([O:22][CH3:23])=[O:21].[C:24](Cl)(=[O:31])[C:25]1[CH:30]=[CH:29][CH:28]=[CH:27][CH:26]=1.CCN(CC)CC. Product: [C:24]([NH:1][C:2]1[C:6]2[CH:7]=[N:8][C:9]3[CH:10]=[C:11]([O:17][CH3:18])[C:12]([O:15][CH3:16])=[CH:13][C:14]=3[C:5]=2[S:4][C:3]=1[C:20]([O:22][CH3:23])=[O:21])(=[O:31])[C:25]1[CH:30]=[CH:29][CH:28]=[CH:27][CH:26]=1. The catalyst class is: 2. (6) Product: [CH2:15]([N:11]([CH2:12][CH2:13][CH3:14])[C:8]1[CH:9]=[CH:10][C:5]([C:4]([OH:24])=[O:3])=[CH:6][C:7]=1[NH:19][S:20]([CH3:23])(=[O:22])=[O:21])[CH:16]([CH3:18])[CH3:17]. Reactant: C([O:3][C:4](=[O:24])[C:5]1[CH:10]=[CH:9][C:8]([N:11]([CH2:15][CH:16]([CH3:18])[CH3:17])[CH2:12][CH2:13][CH3:14])=[C:7]([NH:19][S:20]([CH3:23])(=[O:22])=[O:21])[CH:6]=1)C.[OH-].[Li+]. The catalyst class is: 20. (7) Reactant: [NH2:1][CH2:2][CH2:3][N:4]1[C:12]2[CH2:11][CH2:10][CH2:9][CH2:8][C:7]=2[CH:6]=[C:5]1[C:13]([O:15]CC)=O.[C:18]([O:21][CH2:22][C:23]1[C:28]([Br:29])=[CH:27][CH:26]=[CH:25][C:24]=1Br)(=[O:20])[CH3:19].C(=O)([O-])[O-].[Cs+].[Cs+].CNCCNC. Product: [C:18]([O:21][CH2:22][C:23]1[C:24]([N:1]2[CH2:2][CH2:3][N:4]3[C:12]4[CH2:11][CH2:10][CH2:9][CH2:8][C:7]=4[CH:6]=[C:5]3[C:13]2=[O:15])=[CH:25][CH:26]=[CH:27][C:28]=1[Br:29])(=[O:20])[CH3:19]. The catalyst class is: 246.